From a dataset of Forward reaction prediction with 1.9M reactions from USPTO patents (1976-2016). Predict the product of the given reaction. (1) Given the reactants [F:1][C:2]1[CH:3]=[N:4][CH:5]=[C:6]([CH:11]=1)[C:7](Cl)=[N:8][OH:9].[Cl:12][C:13]1[CH:18]=[CH:17][C:16]([C:19]#[CH:20])=[CH:15][C:14]=1[Cl:21].N, predict the reaction product. The product is: [Cl:21][C:14]1[CH:15]=[C:16]([C:19]2[O:9][N:8]=[C:7]([C:6]3[CH:5]=[N:4][CH:3]=[C:2]([F:1])[CH:11]=3)[CH:20]=2)[CH:17]=[CH:18][C:13]=1[Cl:12]. (2) Given the reactants [CH2:1]([O:8][C:9]([NH:11][CH2:12][CH2:13][CH2:14][C@@H:15]([C:26]([NH:28][C@H:29]1[CH2:33][CH2:32][CH2:31][C@H:30]1[C:34]([O:36]CC1C=CC(OC)=CC=1)=[O:35])=[O:27])[NH:16][C:17]([C:19]1[N:23]([CH3:24])[N:22]=[C:21]([CH3:25])[CH:20]=1)=[O:18])=[O:10])[C:2]1[CH:7]=[CH:6][CH:5]=[CH:4][CH:3]=1.FC(F)(F)C(O)=O, predict the reaction product. The product is: [CH2:1]([O:8][C:9]([NH:11][CH2:12][CH2:13][CH2:14][C@@H:15]([C:26]([NH:28][C@H:29]1[CH2:33][CH2:32][CH2:31][C@H:30]1[C:34]([OH:36])=[O:35])=[O:27])[NH:16][C:17]([C:19]1[N:23]([CH3:24])[N:22]=[C:21]([CH3:25])[CH:20]=1)=[O:18])=[O:10])[C:2]1[CH:7]=[CH:6][CH:5]=[CH:4][CH:3]=1. (3) Given the reactants BrC1C=CC(OCC(N)=O)=C(C#N)C=1.OC1C=CC2C(=CC=CC=2)C=1C#N.ClC1C=CC=CC=1C1[NH:36][C:37](=[O:52])[C:38]2[O:43][C:42]3[CH:44]=[CH:45][C:46]4[CH:47]=[CH:48][CH:49]=[CH:50][C:51]=4[C:41]=3[C:39]=2[N:40]=1, predict the reaction product. The product is: [C:39]([C:41]1[C:51]2[C:46](=[CH:47][CH:48]=[CH:49][CH:50]=2)[CH:45]=[CH:44][C:42]=1[O:43][CH2:38][C:37]([NH2:36])=[O:52])#[N:40].